Dataset: NCI-60 drug combinations with 297,098 pairs across 59 cell lines. Task: Regression. Given two drug SMILES strings and cell line genomic features, predict the synergy score measuring deviation from expected non-interaction effect. (1) Drug 1: CC1=C(C(=CC=C1)Cl)NC(=O)C2=CN=C(S2)NC3=CC(=NC(=N3)C)N4CCN(CC4)CCO. Drug 2: C1=CC=C(C(=C1)C(C2=CC=C(C=C2)Cl)C(Cl)Cl)Cl. Cell line: MDA-MB-435. Synergy scores: CSS=-0.486, Synergy_ZIP=1.11, Synergy_Bliss=2.32, Synergy_Loewe=-1.15, Synergy_HSA=-1.19. (2) Drug 1: CC1C(C(=O)NC(C(=O)N2CCCC2C(=O)N(CC(=O)N(C(C(=O)O1)C(C)C)C)C)C(C)C)NC(=O)C3=C4C(=C(C=C3)C)OC5=C(C(=O)C(=C(C5=N4)C(=O)NC6C(OC(=O)C(N(C(=O)CN(C(=O)C7CCCN7C(=O)C(NC6=O)C(C)C)C)C)C(C)C)C)N)C. Drug 2: CC(C)NC(=O)C1=CC=C(C=C1)CNNC.Cl. Cell line: ACHN. Synergy scores: CSS=11.7, Synergy_ZIP=10.9, Synergy_Bliss=-1.84, Synergy_Loewe=-31.9, Synergy_HSA=-2.66. (3) Drug 1: CC12CCC(CC1=CCC3C2CCC4(C3CC=C4C5=CN=CC=C5)C)O. Drug 2: CC1=CC2C(CCC3(C2CCC3(C(=O)C)OC(=O)C)C)C4(C1=CC(=O)CC4)C. Cell line: UACC62. Synergy scores: CSS=2.81, Synergy_ZIP=-0.796, Synergy_Bliss=-0.105, Synergy_Loewe=-2.74, Synergy_HSA=-0.341. (4) Drug 1: C1=NC(=NC(=O)N1C2C(C(C(O2)CO)O)O)N. Drug 2: C1CNP(=O)(OC1)N(CCCl)CCCl. Cell line: HT29. Synergy scores: CSS=38.5, Synergy_ZIP=2.00, Synergy_Bliss=3.18, Synergy_Loewe=-54.6, Synergy_HSA=2.06. (5) Drug 1: CC1=C(N=C(N=C1N)C(CC(=O)N)NCC(C(=O)N)N)C(=O)NC(C(C2=CN=CN2)OC3C(C(C(C(O3)CO)O)O)OC4C(C(C(C(O4)CO)O)OC(=O)N)O)C(=O)NC(C)C(C(C)C(=O)NC(C(C)O)C(=O)NCCC5=NC(=CS5)C6=NC(=CS6)C(=O)NCCC[S+](C)C)O. Drug 2: CC1C(C(CC(O1)OC2CC(CC3=C2C(=C4C(=C3O)C(=O)C5=CC=CC=C5C4=O)O)(C(=O)C)O)N)O. Cell line: NCI/ADR-RES. Synergy scores: CSS=23.5, Synergy_ZIP=-16.8, Synergy_Bliss=-26.4, Synergy_Loewe=-25.0, Synergy_HSA=-21.9. (6) Drug 1: CNC(=O)C1=NC=CC(=C1)OC2=CC=C(C=C2)NC(=O)NC3=CC(=C(C=C3)Cl)C(F)(F)F. Drug 2: CN(C(=O)NC(C=O)C(C(C(CO)O)O)O)N=O. Cell line: SK-MEL-28. Synergy scores: CSS=2.93, Synergy_ZIP=-2.45, Synergy_Bliss=-3.72, Synergy_Loewe=-2.84, Synergy_HSA=-2.53.